From a dataset of Drug-target binding data from BindingDB using Ki measurements. Regression. Given a target protein amino acid sequence and a drug SMILES string, predict the binding affinity score between them. We predict pKi (pKi = -log10(Ki in M); higher means stronger inhibition). Dataset: bindingdb_ki. (1) The drug is O=C(CCCN1CCC(O)(c2ccc(Cl)cc2)CC1)c1ccc(F)cc1. The target is MLLARMKPQVQPELGGADQ. The pKi is 6.0. (2) The compound is CC(C)=CCC/C(C)=C/CC/C(C)=C/Cc1cccc2c(C3C(=O)C(=O)CC(=O)C3=O)c[nH]c12. The target protein (P30307) has sequence MSTELFSSTREEGSSGSGPSFRSNQRKMLNLLLERDTSFTVCPDVPRTPVGKFLGDSANLSILSGGTPKRCLDLSNLSSGEITATQLTTSADLDETGHLDSSGLQEVHLAGMNHDQHLMKCSPAQLLCSTPNGLDRGHRKRDAMCSSSANKENDNGNLVDSEMKYLGSPITTVPKLDKNPNLGEDQAEEISDELMEFSLKDQEAKVSRSGLYRSPSMPENLNRPRLKQVEKFKDNTIPDKVKKKYFSGQGKLRKGLCLKKTVSLCDITITQMLEEDSNQGHLIGDFSKVCALPTVSGKHQDLKYVNPETVAALLSGKFQGLIEKFYVIDCRYPYEYLGGHIQGALNLYSQEELFNFFLKKPIVPLDTQKRIIIVFHCEFSSERGPRMCRCLREEDRSLNQYPALYYPELYILKGGYRDFFPEYMELCEPQSYCPMHHQDHKTELLRCRSQSKVQEGERQLREQIALLVKDMSP. The pKi is 6.2.